From a dataset of Reaction yield outcomes from USPTO patents with 853,638 reactions. Predict the reaction yield, written as a fraction of the theoretical maximum amount of product (1.0 means a 100% yield; for example, 0.34 means a 34% yield). (1) The reactants are [CH3:1][C:2]1[CH:7]=[CH:6][N+:5]([O-])=[C:4]([NH:9][C:10](=[O:15])[C:11]([CH3:14])([CH3:13])[CH3:12])[CH:3]=1.CCN(CC)CC.O=P(Cl)(Cl)[Cl:25]. No catalyst specified. The product is [Cl:25][C:6]1[N:5]=[C:4]([NH:9][C:10](=[O:15])[C:11]([CH3:14])([CH3:13])[CH3:12])[CH:3]=[C:2]([CH3:1])[CH:7]=1. The yield is 0.160. (2) The reactants are [CH3:1][CH2:2][O:3]/[C:4](/[O-:8])=[CH:5]/[N+]#N.[CH2:9]=[CH:10][C:11]1[CH:16]=[CH:15][CH:14]=[CH:13][CH:12]=1. The catalyst is C(Cl)(Cl)Cl. The product is [C:11]1([C@H:10]2[CH2:9][C@H:5]2[C:4]([O:3][CH2:2][CH3:1])=[O:8])[CH:16]=[CH:15][CH:14]=[CH:13][CH:12]=1. The yield is 0.0930. (3) The reactants are [Br:1][C:2]1[CH:7]=[CH:6][C:5]([CH2:8][C:9]([OH:11])=O)=[CH:4][CH:3]=1.S(Cl)([Cl:14])=O. No catalyst specified. The product is [Br:1][C:2]1[CH:7]=[CH:6][C:5]([CH2:8][C:9]([Cl:14])=[O:11])=[CH:4][CH:3]=1. The yield is 0.920. (4) The reactants are C1([O:7][C:8](=O)[NH:9][C:10]2[CH:15]=[C:14]([O:16][C:17]3[CH:22]=[CH:21][C:20]([NH:23][C:24]([C:26]4([C:29](=[O:38])[NH:30][C:31]5[CH:36]=[CH:35][C:34]([F:37])=[CH:33][CH:32]=5)[CH2:28][CH2:27]4)=[O:25])=[CH:19][C:18]=3[F:39])[N:13]=[CH:12][N:11]=2)C=CC=CC=1.Cl.Cl.[N:43]1([CH:47]2[CH2:52][CH2:51][NH:50][CH2:49][CH2:48]2)[CH2:46][CH2:45][CH2:44]1.C(N(CC)CC)C.O. The catalyst is CN(C)C=O. The product is [N:43]1([CH:47]2[CH2:52][CH2:51][N:50]([C:8]([NH:9][C:10]3[N:11]=[CH:12][N:13]=[C:14]([O:16][C:17]4[CH:22]=[CH:21][C:20]([NH:23][C:24]([C:26]5([C:29]([NH:30][C:31]6[CH:36]=[CH:35][C:34]([F:37])=[CH:33][CH:32]=6)=[O:38])[CH2:27][CH2:28]5)=[O:25])=[CH:19][C:18]=4[F:39])[CH:15]=3)=[O:7])[CH2:49][CH2:48]2)[CH2:46][CH2:45][CH2:44]1. The yield is 0.688.